Dataset: Forward reaction prediction with 1.9M reactions from USPTO patents (1976-2016). Task: Predict the product of the given reaction. Given the reactants [N:1]([CH:4]([CH:25]1[O:29][C:28](=[O:30])[CH:27]([CH:31]([CH3:33])[CH3:32])[CH2:26]1)[CH2:5][CH:6]([CH2:10][C:11]1[CH:16]=[CH:15][C:14]([O:17][CH3:18])=[C:13]([O:19][CH2:20][CH2:21][CH2:22][O:23][CH3:24])[CH:12]=1)[CH:7]([CH3:9])[CH3:8])=[N+:2]=[N-:3].[NH2:34][CH:35]1[CH2:40][CH2:39][N:38]([C:41]([O:43][CH2:44][C:45]2[CH:50]=[CH:49][CH:48]=[CH:47][CH:46]=2)=[O:42])[CH2:37][CH2:36]1, predict the reaction product. The product is: [N:1]([CH:4]([CH2:5][CH:6]([CH2:10][C:11]1[CH:16]=[CH:15][C:14]([O:17][CH3:18])=[C:13]([O:19][CH2:20][CH2:21][CH2:22][O:23][CH3:24])[CH:12]=1)[CH:7]([CH3:9])[CH3:8])[CH:25]([OH:29])[CH2:26][CH:27]([CH:31]([CH3:33])[CH3:32])[C:28]([NH:34][CH:35]1[CH2:36][CH2:37][N:38]([C:41]([O:43][CH2:44][C:45]2[CH:50]=[CH:49][CH:48]=[CH:47][CH:46]=2)=[O:42])[CH2:39][CH2:40]1)=[O:30])=[N+:2]=[N-:3].